Dataset: Tyrosyl-DNA phosphodiesterase HTS with 341,365 compounds. Task: Binary Classification. Given a drug SMILES string, predict its activity (active/inactive) in a high-throughput screening assay against a specified biological target. (1) The molecule is Brc1ccc(C(P(OCC)(OCC)=O)NCc2ccccc2)cc1. The result is 0 (inactive). (2) The result is 0 (inactive). The drug is O=c1[nH]c2c(cc1C(N1CCN(CC1)c1c(OC)cccc1)c1n(nnn1)C1CCCC1)cc(cc2)C. (3) The drug is S(CC(=O)Nc1noc(c1)C)c1[nH]c(=O)ncc1. The result is 0 (inactive). (4) The compound is S(=O)(=O)(Nc1ncccn1)c1ccc(NC(=O)c2c3c(nc(c2)c2ccc(OC)cc2)cccc3)cc1. The result is 0 (inactive).